The task is: Predict the product of the given reaction.. This data is from Forward reaction prediction with 1.9M reactions from USPTO patents (1976-2016). Given the reactants [Br:1][C:2]1[CH:3]=[C:4]([CH:8]=[C:9]([NH:11][S:12]([CH3:15])(=[O:14])=[O:13])[CH:10]=1)[C:5](O)=[O:6].[CH3:16][N:17](C(ON1N=NC2C=CC=NC1=2)=[N+](C)C)[CH3:18].F[P-](F)(F)(F)(F)F.CCN(C(C)C)C(C)C.CNC, predict the reaction product. The product is: [Br:1][C:2]1[CH:3]=[C:4]([CH:8]=[C:9]([NH:11][S:12]([CH3:15])(=[O:14])=[O:13])[CH:10]=1)[C:5]([N:17]([CH3:18])[CH3:16])=[O:6].